This data is from Reaction yield outcomes from USPTO patents with 853,638 reactions. The task is: Predict the reaction yield, written as a fraction of the theoretical maximum amount of product (1.0 means a 100% yield; for example, 0.34 means a 34% yield). (1) The reactants are Br[C:2]1[CH:3]=[CH:4][C:5]([NH2:8])=[N:6][CH:7]=1.[S:9]1[CH2:14][CH:13]=[C:12](B2OC(C)(C)C(C)(C)O2)[CH2:11][CH2:10]1.C(=O)([O-])[O-].[Na+].[Na+]. The catalyst is COCCOC.C(OCC)(=O)C.C1C=CC(P(C2C=CC=CC=2)[C-]2C=CC=C2)=CC=1.C1C=CC(P(C2C=CC=CC=2)[C-]2C=CC=C2)=CC=1.Cl[Pd]Cl.[Fe+2].C(Cl)Cl. The product is [S:9]1[CH2:10][CH:11]=[C:12]([C:2]2[CH:3]=[CH:4][C:5]([NH2:8])=[N:6][CH:7]=2)[CH2:13][CH2:14]1. The yield is 0.470. (2) The reactants are CC#N.[C:4]([O:12][CH2:13][C@@:14]1([C:33]#[CH:34])[O:18][C@@H:17]([N:19]2[CH:27]=[C:25]([CH3:26])[C:23](=[O:24])[NH:22][C:20]2=[O:21])[CH2:16][C@H:15]1OS(C)(=O)=O)(=[O:11])[C:5]1[CH:10]=[CH:9][CH:8]=[CH:7][CH:6]=1.C1CN2C(=NCCC2)C1. The catalyst is CC(O)=O. The product is [C:4]([O:12][CH2:13][C@@:14]1([C:33]#[CH:34])[O:18][C@@H:17]([N:19]2[CH:27]=[C:25]([CH3:26])[C:23](=[O:24])[NH:22][C:20]2=[O:21])[CH:16]=[CH:15]1)(=[O:11])[C:5]1[CH:10]=[CH:9][CH:8]=[CH:7][CH:6]=1. The yield is 0.950. (3) The reactants are Cl[CH2:2][C@@H:3]1[O:12][CH2:11][C@@H:6]2[CH2:7][O:8][CH2:9][CH2:10][N:5]2[CH2:4]1.[C:13]([O-:16])(=[O:15])[CH3:14].[K+]. The catalyst is CN(C=O)C. The product is [C:13]([O:16][CH2:2][CH:3]1[O:12][CH2:11][CH:6]2[CH2:7][O:8][CH2:9][CH2:10][N:5]2[CH2:4]1)(=[O:15])[CH3:14]. The yield is 0.420. (4) The reactants are C1(P(C2C=CC=CC=2)C2C=CC=CC=2)C=CC=CC=1.BrN1C(=O)CCC1=O.[CH:28]1([CH2:33][C@H:34]([C:38]2[CH:43]=[CH:42][C:41]([S:44]([CH3:47])(=[O:46])=[O:45])=[CH:40][CH:39]=2)[C:35]([OH:37])=O)[CH2:32][CH2:31][CH2:30][CH2:29]1.[NH2:48][C:49]1[S:50][CH:51]=[CH:52][N:53]=1. The catalyst is C(Cl)Cl. The product is [CH:28]1([CH2:33][C@H:34]([C:38]2[CH:43]=[CH:42][C:41]([S:44]([CH3:47])(=[O:46])=[O:45])=[CH:40][CH:39]=2)[C:35]([NH:48][C:49]2[S:50][CH:51]=[CH:52][N:53]=2)=[O:37])[CH2:29][CH2:30][CH2:31][CH2:32]1. The yield is 0.740. (5) The reactants are O.[OH-].[Li+].C([O:6][C:7](=[O:31])[CH2:8][N:9]1[CH2:14][CH2:13][CH2:12][CH:11]([N:15]2[C:24]3[CH:23]=[CH:22][CH:21]=[C:20]([Cl:25])[C:19]=3[C:18]3=[N:26][O:27][C:28]([CH3:29])=[C:17]3[C:16]2=[O:30])[CH2:10]1)C. The catalyst is O.O1CCOCC1.C(Cl)(Cl)Cl. The product is [Cl:25][C:20]1[C:19]2[C:18]3[C:17](=[C:28]([CH3:29])[O:27][N:26]=3)[C:16](=[O:30])[N:15]([CH:11]3[CH2:12][CH2:13][CH2:14][N:9]([CH2:8][C:7]([OH:31])=[O:6])[CH2:10]3)[C:24]=2[CH:23]=[CH:22][CH:21]=1. The yield is 1.00.